This data is from Forward reaction prediction with 1.9M reactions from USPTO patents (1976-2016). The task is: Predict the product of the given reaction. (1) Given the reactants [Cl:1][C:2]1[N:3]=[C:4]([N:18]([CH3:20])[CH3:19])[C:5]2[CH2:10][CH2:9][C:8]([C:12]3[CH:17]=[CH:16][CH:15]=[CH:14][CH:13]=3)(O)[C:6]=2[N:7]=1.Cl, predict the reaction product. The product is: [Cl:1][C:2]1[N:3]=[C:4]([N:18]([CH3:20])[CH3:19])[C:5]2[CH2:10][CH:9]=[C:8]([C:12]3[CH:13]=[CH:14][CH:15]=[CH:16][CH:17]=3)[C:6]=2[N:7]=1. (2) Given the reactants [CH3:1][O:2][C:3]1[CH:8]=[CH:7][C:6]([C:9]([NH:24][C:25]2[O:26][C:27]([CH3:43])([CH3:42])[C:28]([F:41])([F:40])[C@:29]([C:32]3[CH:37]=[C:36](Br)[CH:35]=[CH:34][C:33]=3[F:39])([CH3:31])[N:30]=2)([C:16]2[CH:21]=[CH:20][C:19]([O:22][CH3:23])=[CH:18][CH:17]=2)[C:10]2[CH:15]=[CH:14][CH:13]=[CH:12][CH:11]=2)=[CH:5][CH:4]=1.[CH:44]1([NH2:49])[CH2:48][CH2:47][CH2:46][CH2:45]1, predict the reaction product. The product is: [CH3:1][O:2][C:3]1[CH:8]=[CH:7][C:6]([C:9]([NH:24][C:25]2[O:26][C:27]([CH3:43])([CH3:42])[C:28]([F:41])([F:40])[C@:29]([C:32]3[CH:37]=[C:36]([NH:49][CH:44]4[CH2:48][CH2:47][CH2:46][CH2:45]4)[CH:35]=[CH:34][C:33]=3[F:39])([CH3:31])[N:30]=2)([C:16]2[CH:21]=[CH:20][C:19]([O:22][CH3:23])=[CH:18][CH:17]=2)[C:10]2[CH:15]=[CH:14][CH:13]=[CH:12][CH:11]=2)=[CH:5][CH:4]=1. (3) Given the reactants [H-].C([Al+]CC(C)C)C(C)C.C[O:12][C:13](=O)[CH2:14][C:15]1[CH:19]=[C:18]([C:20]2[CH:25]=[CH:24][C:23]([Cl:26])=[CH:22][CH:21]=2)[O:17][C:16]=1[C:27]([F:30])([F:29])[F:28], predict the reaction product. The product is: [Cl:26][C:23]1[CH:22]=[CH:21][C:20]([C:18]2[O:17][C:16]([C:27]([F:28])([F:29])[F:30])=[C:15]([CH2:14][CH2:13][OH:12])[CH:19]=2)=[CH:25][CH:24]=1. (4) The product is: [CH3:1][C:2]1[C@@H:19]([O:20][C:21]([C@H:23]([OH:32])[C@@H:24]([NH:31][C:60]([C:61]2[CH:62]=[CH:63][CH:64]=[CH:65][CH:66]=2)=[O:67])[C:25]2[CH:26]=[CH:27][CH:28]=[CH:29][CH:30]=2)=[O:22])[CH2:18][C@:14]2([OH:33])[C:15]([CH3:16])([CH3:17])[C:3]=1[C@@H:4]([O:51][C:52]([CH3:54])=[O:53])[C:5]([C@@:7]1([CH3:50])[C@H:12]([C@@H:13]2[O:34][C:35]([C:37]2[CH:42]=[CH:41][CH:40]=[CH:39][CH:38]=2)=[O:36])[C@:11]2([O:45][C:46]([CH3:48])=[O:47])[CH2:43][O:44][C@@H:10]2[CH2:9][C@@H:8]1[OH:49])=[O:6]. Given the reactants [CH3:1][C:2]1[C@@H:19]([O:20][C:21]([C@H:23]([OH:32])[C@@H:24]([NH2:31])[C:25]2[CH:30]=[CH:29][CH:28]=[CH:27][CH:26]=2)=[O:22])[CH2:18][C@:14]2([OH:33])[C:15]([CH3:17])([CH3:16])[C:3]=1[C@@H:4]([O:51][C:52]([CH3:54])=[O:53])[C:5]([C@@:7]1([CH3:50])[C@H:12]([C@@H:13]2[O:34][C:35]([C:37]2[CH:42]=[CH:41][CH:40]=[CH:39][CH:38]=2)=[O:36])[C@:11]2([O:45][C:46]([CH3:48])=[O:47])[CH2:43][O:44][C@@H:10]2[CH2:9][C@@H:8]1[OH:49])=[O:6].C([O-])(O)=O.[Na+].[C:60](Cl)(=[O:67])[C:61]1[CH:66]=[CH:65][CH:64]=[CH:63][CH:62]=1.CCCCC, predict the reaction product. (5) The product is: [NH2:24][C:25]1[C:30]([CH:31]=[O:32])=[C:29]([N:17]2[CH2:18][CH2:19][CH:14]([C:10]3[N:11]([CH3:13])[CH:12]=[C:8]([C:5]4[CH:6]=[CH:7][C:2]([F:1])=[C:3]([C:20]([F:21])([F:22])[F:23])[CH:4]=4)[N:9]=3)[CH2:15][CH2:16]2)[N:28]=[CH:27][N:26]=1. Given the reactants [F:1][C:2]1[CH:7]=[CH:6][C:5]([C:8]2[N:9]=[C:10]([CH:14]3[CH2:19][CH2:18][NH:17][CH2:16][CH2:15]3)[N:11]([CH3:13])[CH:12]=2)=[CH:4][C:3]=1[C:20]([F:23])([F:22])[F:21].[NH2:24][C:25]1[C:30]([CH:31]=[O:32])=[C:29](Cl)[N:28]=[CH:27][N:26]=1.CCN(C(C)C)C(C)C.O, predict the reaction product. (6) Given the reactants [C:1]([Cl:4])(=[O:3])[CH3:2].[Cl:5][C:6]1[CH:31]=[CH:30][C:9]2[N:10]3[C:14]([CH2:15][NH:16][CH2:17][C:8]=2[CH:7]=1)=[N:13][N:12]=[C:11]3[CH:18]1[CH2:23][CH2:22][N:21]([C:24]2[CH:29]=[CH:28][CH:27]=[CH:26][N:25]=2)[CH2:20][CH2:19]1, predict the reaction product. The product is: [ClH:4].[ClH:5].[Cl:5][C:6]1[CH:31]=[CH:30][C:9]2[N:10]3[C:14]([CH2:15][N:16]([C:1](=[O:3])[CH3:2])[CH2:17][C:8]=2[CH:7]=1)=[N:13][N:12]=[C:11]3[CH:18]1[CH2:19][CH2:20][N:21]([C:24]2[CH:29]=[CH:28][CH:27]=[CH:26][N:25]=2)[CH2:22][CH2:23]1. (7) Given the reactants C([O:8][C:9](=[O:25])[C@@H:10]([NH:15][C:16]([N:18]1[CH2:24][CH2:23][CH2:22][CH2:21][CH2:20][CH2:19]1)=[O:17])[CH2:11][CH:12]([CH3:14])[CH3:13])C1C=CC=CC=1, predict the reaction product. The product is: [N:18]1([C:16]([NH:15][C@@H:10]([CH2:11][CH:12]([CH3:14])[CH3:13])[C:9]([OH:25])=[O:8])=[O:17])[CH2:24][CH2:23][CH2:22][CH2:21][CH2:20][CH2:19]1. (8) The product is: [Cl:1][C:2]1[N:7]=[C:6]([N:8]([CH3:41])[C:9]2[CH:18]=[CH:17][C:16]3[C:15]4[C:19]5[NH:26][CH2:25][C@@H:24]([CH3:27])[NH:23][C:22](=[O:28])[C:20]=5[S:21][C:14]=4[CH:13]=[CH:12][C:11]=3[N:10]=2)[C:5]([C:29]([NH:31][CH2:32][C:33]2[CH:38]=[CH:37][C:36]([O:39][CH3:40])=[CH:35][CH:34]=2)=[O:30])=[CH:4][N:3]=1. Given the reactants [Cl:1][C:2]1[N:7]=[C:6]([NH:8][C:9]2[CH:18]=[CH:17][C:16]3[C:15]4[C:19]5[NH:26][CH2:25][C@@H:24]([CH3:27])[NH:23][C:22](=[O:28])[C:20]=5[S:21][C:14]=4[CH:13]=[CH:12][C:11]=3[N:10]=2)[C:5]([C:29]([NH:31][CH2:32][C:33]2[CH:38]=[CH:37][C:36]([O:39][CH3:40])=[CH:35][CH:34]=2)=[O:30])=[CH:4][N:3]=1.[C:41](=O)([O-])[O-].[K+].[K+].[I-].[K+].CI, predict the reaction product.